From a dataset of Full USPTO retrosynthesis dataset with 1.9M reactions from patents (1976-2016). Predict the reactants needed to synthesize the given product. Given the product [Cl-:20].[NH3+:12][C:7]1[CH:8]=[CH:9][CH:10]=[CH:11][C:6]=1[C:5]1[N:1]=[CH:2][NH2+:3][CH:4]=1.[Cl-:20], predict the reactants needed to synthesize it. The reactants are: [NH:1]1[C:5]([C:6]2[CH:11]=[CH:10][CH:9]=[CH:8][C:7]=2[NH:12]C(=O)OC(C)(C)C)=[CH:4][N:3]=[CH:2]1.[ClH:20].